Dataset: Catalyst prediction with 721,799 reactions and 888 catalyst types from USPTO. Task: Predict which catalyst facilitates the given reaction. Reactant: C([O-])([O-])=O.[K+].[K+].[CH:7]1([CH2:10][C:11]([OH:13])=[O:12])[CH2:9][CH2:8]1.[CH:14]1[CH:19]=[CH:18][C:17]([CH2:20]Br)=[CH:16][CH:15]=1. Product: [CH:7]1([CH2:10][C:11]([O:13][CH2:20][C:17]2[CH:18]=[CH:19][CH:14]=[CH:15][CH:16]=2)=[O:12])[CH2:9][CH2:8]1. The catalyst class is: 3.